From a dataset of Catalyst prediction with 721,799 reactions and 888 catalyst types from USPTO. Predict which catalyst facilitates the given reaction. (1) Reactant: [C:1]1([C:7]23[CH2:14][N:13]([C:15]([O:17][C:18]([CH3:21])([CH3:20])[CH3:19])=[O:16])[CH2:12][CH:11]2[CH2:10][O:9][NH:8]3)[CH:6]=[CH:5][CH:4]=[CH:3][CH:2]=1. Product: [NH2:8][C:7]1([C:1]2[CH:6]=[CH:5][CH:4]=[CH:3][CH:2]=2)[CH:11]([CH2:10][OH:9])[CH2:12][N:13]([C:15]([O:17][C:18]([CH3:21])([CH3:19])[CH3:20])=[O:16])[CH2:14]1. The catalyst class is: 94. (2) Product: [N+:22]([C:19]1[CH:20]=[CH:21][C:16]([O:8][CH2:7][CH2:6][N:1]2[CH:5]=[CH:4][CH:3]=[N:2]2)=[N:17][CH:18]=1)([O-:24])=[O:23]. Reactant: [N:1]1([CH2:6][CH2:7][OH:8])[CH:5]=[CH:4][CH:3]=[N:2]1.CC(C)([O-])C.[K+].Cl[C:16]1[CH:21]=[CH:20][C:19]([N+:22]([O-:24])=[O:23])=[CH:18][N:17]=1.C(OCC)(=O)C. The catalyst class is: 30. (3) Reactant: [C:1]([C:3]1[CH:8]=[CH:7][N:6]=[C:5]([NH:9][NH:10]/[CH:11]=[CH:12]/[C:13]([O:15]CC)=O)[CH:4]=1)#[N:2].CC([O-])(C)C.[K+].Cl. Product: [OH:15][C:13]1[N:9]([C:5]2[CH:4]=[C:3]([C:1]#[N:2])[CH:8]=[CH:7][N:6]=2)[N:10]=[CH:11][CH:12]=1. The catalyst class is: 14. (4) Reactant: Cl.[NH:2]1[CH2:6][CH2:5][CH2:4][C@H:3]1O.C(O[BH-](OC(=O)C)OC(=O)C)(=[O:10])C.[Na+].[C:22]1(=O)[CH2:26][CH2:25][CH2:24][CH2:23]1. Product: [CH:22]1([N:2]2[CH2:6][CH2:5][C@@H:4]([OH:10])[CH2:3]2)[CH2:26][CH2:25][CH2:24][CH2:23]1. The catalyst class is: 4. (5) Reactant: [CH3:1][C:2]([C:4]([CH3:6])=[CH2:5])=[CH2:3].[C:7]([OH:11])(=[O:10])[CH:8]=[CH2:9].BrC1C=CC=CC=1B(O)O.O. Product: [CH3:3][C:2]1[CH2:1][CH:8]([C:7]([OH:11])=[O:10])[CH2:9][CH2:5][C:4]=1[CH3:6]. The catalyst class is: 2. (6) Reactant: [Br:1][C:2]1[C:3]([O:19][CH3:20])=[CH:4][C:5]([Cl:18])=[C:6]([C:8]([C:10]2[CH:15]=[CH:14][C:13]([CH2:16][CH3:17])=[CH:12][CH:11]=2)=O)[CH:7]=1.C([SiH](CC)CC)C.CS(O)(=O)=O. Product: [Br:1][C:2]1[CH:7]=[C:6]([CH2:8][C:10]2[CH:11]=[CH:12][C:13]([CH2:16][CH3:17])=[CH:14][CH:15]=2)[C:5]([Cl:18])=[CH:4][C:3]=1[O:19][CH3:20]. The catalyst class is: 55. (7) Reactant: [CH2:1]([C:3]1[CH:8]=[CH:7][CH:6]=[CH:5][C:4]=1[C:9]1[CH:14]=[C:13]([F:15])[CH:12]=[CH:11][C:10]=1[O:16][CH2:17][C:18]([OH:20])=O)[CH3:2].[CH:21]([NH:24][NH:25][C:26]([C:28]1[CH:32]=[CH:31][S:30][CH:29]=1)=[O:27])([CH3:23])[CH3:22].C(N(CC)CC)C.C1C=CC2N(O)N=NC=2C=1.CCN=C=NCCCN(C)C. Product: [F:15][C:13]1[CH:12]=[CH:11][C:10]([O:16][CH2:17][C:18]([N:24]([CH:21]([CH3:23])[CH3:22])[NH:25][C:26]([C:28]2[CH:32]=[CH:31][S:30][CH:29]=2)=[O:27])=[O:20])=[C:9]([C:4]2[CH:5]=[CH:6][CH:7]=[CH:8][C:3]=2[CH2:1][CH3:2])[CH:14]=1. The catalyst class is: 3.